From a dataset of Reaction yield outcomes from USPTO patents with 853,638 reactions. Predict the reaction yield, written as a fraction of the theoretical maximum amount of product (1.0 means a 100% yield; for example, 0.34 means a 34% yield). The reactants are C([O:3][C:4]([CH2:6][CH2:7][NH:8][C:9](=[O:27])[C:10]1[CH:15]=[CH:14][C:13](/[CH:16]=[CH:17]/[C:18]2[C:26]3[C:21](=[CH:22][CH:23]=[CH:24][CH:25]=3)[NH:20][N:19]=2)=[CH:12][CH:11]=1)=[O:5])C.[OH-].[Na+]. The catalyst is C1COCC1. The product is [C:4]([CH2:6][CH2:7][NH:8][C:9](=[O:27])[C:10]1[CH:15]=[CH:14][C:13](/[CH:16]=[CH:17]/[C:18]2[C:26]3[C:21](=[CH:22][CH:23]=[CH:24][CH:25]=3)[NH:20][N:19]=2)=[CH:12][CH:11]=1)([OH:5])=[O:3]. The yield is 0.770.